From a dataset of Forward reaction prediction with 1.9M reactions from USPTO patents (1976-2016). Predict the product of the given reaction. (1) Given the reactants C(OC([N:8]1[CH2:13][CH2:12][N:11]([C:14]2[C:19]([CH:20]=[N:21][O:22][CH3:23])=[C:18]([NH2:24])[N:17]=[CH:16][N:15]=2)[CH2:10][CH2:9]1)=O)(C)(C)C.[C:25]([OH:31])([C:27]([F:30])([F:29])[F:28])=[O:26].C(Cl)Cl, predict the reaction product. The product is: [F:28][C:27]([F:30])([F:29])[C:25]([OH:31])=[O:26].[CH3:23][O:22][N:21]=[CH:20][C:19]1[C:18]([NH2:24])=[N:17][CH:16]=[N:15][C:14]=1[N:11]1[CH2:10][CH2:9][NH:8][CH2:13][CH2:12]1. (2) Given the reactants [CH3:1][N:2]([CH3:7])[CH2:3][C:4](O)=[O:5].CCN(C(C)C)C(C)C.CN(C(ON1N=NC2C=CC=NC1=2)=[N+](C)C)C.F[P-](F)(F)(F)(F)F.[NH2:41][C@H:42]1[CH2:47][CH2:46][C@H:45]([NH:48][C:49]2[CH:54]=[C:53]([C:55]3[CH:60]=[CH:59][CH:58]=[C:57]([NH:61][CH2:62][C:63]4[CH:68]=[CH:67][CH:66]=[C:65]([F:69])[CH:64]=4)[N:56]=3)[C:52]([Cl:70])=[CH:51][N:50]=2)[CH2:44][CH2:43]1, predict the reaction product. The product is: [Cl:70][C:52]1[C:53]([C:55]2[CH:60]=[CH:59][CH:58]=[C:57]([NH:61][CH2:62][C:63]3[CH:68]=[CH:67][CH:66]=[C:65]([F:69])[CH:64]=3)[N:56]=2)=[CH:54][C:49]([NH:48][C@H:45]2[CH2:44][CH2:43][C@H:42]([NH:41][C:4](=[O:5])[CH2:3][N:2]([CH3:7])[CH3:1])[CH2:47][CH2:46]2)=[N:50][CH:51]=1. (3) Given the reactants [Br:1][CH2:2][C:3]([O:5][C:6]([CH3:9])([CH3:8])[CH3:7])=[O:4].[S:10]1[CH2:14][CH2:13][CH2:12][CH2:11]1, predict the reaction product. The product is: [Br-:1].[C:6]([O:5][C:3](=[O:4])[CH2:2][S+:10]1[CH2:14][CH2:13][CH2:12][CH2:11]1)([CH3:9])([CH3:8])[CH3:7]. (4) The product is: [Cl:51][C:27]1[C:26]([NH:25][C:2]2[N:7]=[C:6]([N:8]([CH2:18][CH3:19])[CH2:9][C:10]3[CH:15]=[CH:14][C:13]([O:16][CH3:17])=[CH:12][CH:11]=3)[C:5]3=[N:20][CH:21]=[C:22]([C:23]#[N:24])[N:4]3[N:3]=2)=[CH:31][C:30]([C:32]#[N:33])=[CH:29][C:28]=1[N:34]1[CH2:43][CH2:42][C@@H:41]2[C@H:36]([O:37][CH2:38][CH2:39][N:40]2[C:44]([O:46][C:47]([CH3:50])([CH3:49])[CH3:48])=[O:45])[CH2:35]1. Given the reactants Cl[C:2]1[N:7]=[C:6]([N:8]([CH2:18][CH3:19])[CH2:9][C:10]2[CH:15]=[CH:14][C:13]([O:16][CH3:17])=[CH:12][CH:11]=2)[C:5]2=[N:20][CH:21]=[C:22]([C:23]#[N:24])[N:4]2[N:3]=1.[NH2:25][C:26]1[C:27]([Cl:51])=[C:28]([N:34]2[CH2:43][CH2:42][C@@H:41]3[C@H:36]([O:37][CH2:38][CH2:39][N:40]3[C:44]([O:46][C:47]([CH3:50])([CH3:49])[CH3:48])=[O:45])[CH2:35]2)[CH:29]=[C:30]([C:32]#[N:33])[CH:31]=1.C([O-])([O-])=O.[Cs+].[Cs+].CC1(C)C2C(=C(P(C3C=CC=CC=3)C3C=CC=CC=3)C=CC=2)OC2C(P(C3C=CC=CC=3)C3C=CC=CC=3)=CC=CC1=2, predict the reaction product.